Dataset: Forward reaction prediction with 1.9M reactions from USPTO patents (1976-2016). Task: Predict the product of the given reaction. (1) Given the reactants [NH2:1][C:2]1[CH:7]=[CH:6][C:5]([CH2:8][OH:9])=[CH:4][CH:3]=1.[Cl:10][CH2:11][C:12](Cl)=[O:13], predict the reaction product. The product is: [Cl:10][CH2:11][C:12]([NH:1][C:2]1[CH:7]=[CH:6][C:5]([CH2:8][OH:9])=[CH:4][CH:3]=1)=[O:13]. (2) Given the reactants [NH:1]1[CH2:6][CH2:5][CH2:4][CH:3]([C:7]2[O:11][C:10]([C:12]3[CH:17]=[CH:16][N:15]=[CH:14][CH:13]=3)=[C:9]([C:18]3[CH:19]=[C:20]4[C:24](=[CH:25][CH:26]=3)[C:23](=[N:27][OH:28])[CH2:22][CH2:21]4)[CH:8]=2)[CH2:2]1.[CH:29]1([CH:32]=O)[CH2:31][CH2:30]1, predict the reaction product. The product is: [CH:29]1([CH2:32][N:1]2[CH2:6][CH2:5][CH2:4][CH:3]([C:7]3[O:11][C:10]([C:12]4[CH:13]=[CH:14][N:15]=[CH:16][CH:17]=4)=[C:9]([C:18]4[CH:19]=[C:20]5[C:24](=[CH:25][CH:26]=4)[C:23](=[N:27][OH:28])[CH2:22][CH2:21]5)[CH:8]=3)[CH2:2]2)[CH2:31][CH2:30]1. (3) Given the reactants Cl[C:2]1[C:11]([N+:12]([O-:14])=[O:13])=[CH:10][C:5]([C:6]([O:8][CH3:9])=[O:7])=[CH:4][N:3]=1.[CH2:15]([NH:22][CH2:23][C:24]([O:26][CH3:27])=[O:25])[C:16]1[CH:21]=[CH:20][CH:19]=[CH:18][CH:17]=1.Cl[CH2:29]Cl, predict the reaction product. The product is: [CH2:15]([N:22]([CH2:23][C:24]([O:26][CH2:27][CH3:29])=[O:25])[C:2]1[C:11]([N+:12]([O-:14])=[O:13])=[CH:10][C:5]([C:6]([O:8][CH3:9])=[O:7])=[CH:4][N:3]=1)[C:16]1[CH:21]=[CH:20][CH:19]=[CH:18][CH:17]=1. (4) Given the reactants C(N(CC)CC)C.Cl[CH2:9][C:10]1[C:19]2[C:14](=[CH:15][CH:16]=[CH:17][CH:18]=2)[N:13]=[CH:12][CH:11]=1.[SH:20][C:21]1[N:29]=[CH:28][CH:27]=[CH:26][C:22]=1[C:23]([OH:25])=[O:24].O, predict the reaction product. The product is: [N:13]1[C:14]2[C:19](=[CH:18][CH:17]=[CH:16][CH:15]=2)[C:10]([CH2:9][S:20][C:21]2[C:22]([C:23]([OH:25])=[O:24])=[CH:26][CH:27]=[CH:28][N:29]=2)=[CH:11][CH:12]=1. (5) Given the reactants CON(C)[C:4](=[O:23])[CH2:5][C:6]1[CH:7]=[C:8]([NH:12][C:13](=[O:22])[O:14][CH2:15][C:16]2[CH:21]=[CH:20][CH:19]=[CH:18][CH:17]=2)[CH:9]=[CH:10][CH:11]=1.[CH:25]([Mg]Br)=[CH2:26], predict the reaction product. The product is: [O:23]=[C:4]([CH:25]=[CH2:26])[CH2:5][C:6]1[CH:7]=[C:8]([NH:12][C:13](=[O:22])[O:14][CH2:15][C:16]2[CH:17]=[CH:18][CH:19]=[CH:20][CH:21]=2)[CH:9]=[CH:10][CH:11]=1. (6) Given the reactants [C:1]([O:5][C:6](=[O:28])[NH:7][CH2:8][CH2:9][N:10]([C:24](=[O:27])[CH:25]=[CH2:26])[CH:11]1[CH2:16][CH2:15][N:14]([CH2:17][C:18]2[CH:23]=[CH:22][CH:21]=[CH:20][CH:19]=2)[CH2:13][CH2:12]1)([CH3:4])([CH3:3])[CH3:2].CC(C)([O-])C.[K+], predict the reaction product. The product is: [C:1]([O:5][C:6]([N:7]1[CH2:26][CH2:25][C:24](=[O:27])[N:10]([CH:11]2[CH2:16][CH2:15][N:14]([CH2:17][C:18]3[CH:23]=[CH:22][CH:21]=[CH:20][CH:19]=3)[CH2:13][CH2:12]2)[CH2:9][CH2:8]1)=[O:28])([CH3:4])([CH3:2])[CH3:3]. (7) The product is: [ClH:1].[ClH:1].[NH2:18][CH2:17][C:14]1[CH:15]=[CH:16][C:10]2[CH2:9][CH2:8][CH2:7][CH:6]([NH:5][CH2:4][C@H:3]([OH:2])[CH2:22][O:23][C:24]3[CH:29]=[CH:28][CH:27]=[CH:26][CH:25]=3)[CH2:12][C:11]=2[CH:13]=1. Given the reactants [ClH:1].[OH:2][C@H:3]([CH2:22][O:23][C:24]1[CH:29]=[CH:28][CH:27]=[CH:26][CH:25]=1)[CH2:4][NH:5][CH:6]1[CH2:12][C:11]2[CH:13]=[C:14]([CH2:17][NH:18]C(=O)C)[CH:15]=[CH:16][C:10]=2[CH2:9][CH2:8][CH2:7]1.Cl, predict the reaction product. (8) Given the reactants [CH3:1][N:2]([CH2:10][C:11]1[NH:15][N:14]=[C:13]([C:16]2[CH:21]=[CH:20][N:19]=[CH:18][CH:17]=2)[N:12]=1)C(C1SC=CC=1)=O.[OH:22][C:23]1[CH:31]=[C:30]([OH:32])[CH:29]=[CH:28][C:24]=1[C:25]([OH:27])=O.S1C=CC=C1C(O)=O, predict the reaction product. The product is: [OH:22][C:23]1[CH:31]=[C:30]([OH:32])[CH:29]=[CH:28][C:24]=1[C:25]([N:2]([CH3:1])[CH2:10][C:11]1[NH:15][N:14]=[C:13]([C:16]2[CH:21]=[CH:20][N:19]=[CH:18][CH:17]=2)[N:12]=1)=[O:27]. (9) Given the reactants Br[C:2]1[CH:3]=[C:4]([CH:8]([OH:19])[CH2:9][CH2:10][NH:11][C:12](=[O:18])[O:13][C:14]([CH3:17])([CH3:16])[CH3:15])[CH:5]=[CH:6][CH:7]=1.[CH3:20][O:21][CH2:22][CH2:23][CH2:24][C:25]#[CH:26], predict the reaction product. The product is: [OH:19][CH:8]([C:4]1[CH:5]=[CH:6][CH:7]=[C:2]([C:26]#[C:25][CH2:24][CH2:23][CH2:22][O:21][CH3:20])[CH:3]=1)[CH2:9][CH2:10][NH:11][C:12](=[O:18])[O:13][C:14]([CH3:17])([CH3:16])[CH3:15].